Predict which catalyst facilitates the given reaction. From a dataset of Catalyst prediction with 721,799 reactions and 888 catalyst types from USPTO. (1) Reactant: C[CH:2]([N:11](C([O-])=O)[C:12]([O:14][C:15](C)(C)C)=[O:13])[C:3]1[C:4]([CH3:10])=[N:5][C:6]([Cl:9])=[CH:7][CH:8]=1. Product: [CH3:15][O:14][C:12](=[O:13])[NH:11][CH2:2][C:3]1[C:4]([CH3:10])=[N:5][C:6]([Cl:9])=[CH:7][CH:8]=1. The catalyst class is: 157. (2) Reactant: [NH2:1][CH2:2][CH2:3][O:4][C:5]1[CH:10]=[CH:9][C:8]([C:11]2[N:15]3[CH:16]=[C:17]([C:20]([O:22][CH3:23])=[O:21])[N:18]=[CH:19][C:14]3=[N:13][CH:12]=2)=[CH:7][CH:6]=1.[CH2:24](Cl)[C:25]1[CH:32]=[CH:31][C:28]([O:29][CH3:30])=[CH:27][CH:26]=1.CCN(C(C)C)C(C)C. Product: [CH3:30][O:29][C:28]1[CH:31]=[CH:32][C:25]([CH2:24][NH:1][CH2:2][CH2:3][O:4][C:5]2[CH:10]=[CH:9][C:8]([C:11]3[N:15]4[CH:16]=[C:17]([C:20]([O:22][CH3:23])=[O:21])[N:18]=[CH:19][C:14]4=[N:13][CH:12]=3)=[CH:7][CH:6]=2)=[CH:26][CH:27]=1. The catalyst class is: 2. (3) Reactant: [CH3:1][C:2]1[CH:6]=[C:5]([C:7]2[CH:13]3[CH2:14][CH:10]([CH2:11][N:12]3C(OC(C)(C)C)=O)[CH2:9][CH:8]=2)[O:4][N:3]=1.FC(F)(F)C(O)=O. Product: [CH3:1][C:2]1[CH:6]=[C:5]([C:7]2[CH:13]3[CH2:14][CH:10]([CH2:11][NH:12]3)[CH2:9][CH:8]=2)[O:4][N:3]=1. The catalyst class is: 4. (4) Reactant: [CH3:1][O:2][N:3]([CH3:26])[C:4]([C:6]1[CH:7]=[N:8][N:9]([CH2:17][C:18]2[CH:23]=[CH:22][C:21]([O:24][CH3:25])=[CH:20][CH:19]=2)[C:10]=1[NH:11][C@@H:12]([CH3:16])[CH2:13][O:14][CH3:15])=[O:5].[H-].[Na+].Br[CH2:30][CH:31]=[CH2:32].O. Product: [CH2:32]([N:11]([C@@H:12]([CH3:16])[CH2:13][O:14][CH3:15])[C:10]1[N:9]([CH2:17][C:18]2[CH:19]=[CH:20][C:21]([O:24][CH3:25])=[CH:22][CH:23]=2)[N:8]=[CH:7][C:6]=1[C:4]([N:3]([O:2][CH3:1])[CH3:26])=[O:5])[CH:31]=[CH2:30]. The catalyst class is: 198. (5) The catalyst class is: 62. Product: [CH3:28][C:29]([N:32]1[CH:36]=[C:35]([C:2]2[CH:11]=[C:10]3[C:5]([CH:6]=[CH:7][CH:8]=[N:9]3)=[C:4]([NH:12][CH2:13][C@:14]3([F:27])[CH2:19][CH2:18][CH2:17][N:16]([C:20]([O:22][C:23]([CH3:26])([CH3:25])[CH3:24])=[O:21])[CH2:15]3)[N:3]=2)[CH:34]=[N:33]1)([CH3:31])[CH3:30]. Reactant: Cl[C:2]1[CH:11]=[C:10]2[C:5]([CH:6]=[CH:7][CH:8]=[N:9]2)=[C:4]([NH:12][CH2:13][C@:14]2([F:27])[CH2:19][CH2:18][CH2:17][N:16]([C:20]([O:22][C:23]([CH3:26])([CH3:25])[CH3:24])=[O:21])[CH2:15]2)[N:3]=1.[CH3:28][C:29]([N:32]1[CH:36]=[C:35](B2OC(C)(C)C(C)(C)O2)[CH:34]=[N:33]1)([CH3:31])[CH3:30].C(=O)([O-])[O-].[Cs+].[Cs+].O. (6) Reactant: [Cl:1][C:2]1[CH:36]=[CH:35][C:34]([CH2:37][CH2:38][O:39][CH3:40])=[CH:33][C:3]=1[CH2:4][N:5]([CH:30]1[CH2:32][CH2:31]1)[C:6]([C@@H:8]1[C@:13]([C:15]2[CH:20]=[CH:19][C:18]([F:21])=[C:17]([F:22])[CH:16]=2)([OH:14])[CH2:12][CH2:11][N:10]([C:23]([O:25][C:26]([CH3:29])([CH3:28])[CH3:27])=[O:24])[CH2:9]1)=[O:7].[H-].[Na+].[CH3:43]I. Product: [Cl:1][C:2]1[CH:36]=[CH:35][C:34]([CH2:37][CH2:38][O:39][CH3:40])=[CH:33][C:3]=1[CH2:4][N:5]([CH:30]1[CH2:31][CH2:32]1)[C:6]([C@@H:8]1[C@:13]([C:15]2[CH:20]=[CH:19][C:18]([F:21])=[C:17]([F:22])[CH:16]=2)([O:14][CH3:43])[CH2:12][CH2:11][N:10]([C:23]([O:25][C:26]([CH3:27])([CH3:28])[CH3:29])=[O:24])[CH2:9]1)=[O:7]. The catalyst class is: 3.